This data is from Full USPTO retrosynthesis dataset with 1.9M reactions from patents (1976-2016). The task is: Predict the reactants needed to synthesize the given product. (1) Given the product [Cl:13][C:14]1[CH:22]=[C:21]([O:23][CH3:24])[C:20]([O:25][CH3:26])=[CH:19][C:15]=1[C:16]([NH:1][C:2]1[CH:3]=[CH:4][C:5]([C:8]([C:9]#[N:10])([CH3:12])[CH3:11])=[CH:6][CH:7]=1)=[O:17], predict the reactants needed to synthesize it. The reactants are: [NH2:1][C:2]1[CH:7]=[CH:6][C:5]([C:8]([CH3:12])([CH3:11])[C:9]#[N:10])=[CH:4][CH:3]=1.[Cl:13][C:14]1[CH:22]=[C:21]([O:23][CH3:24])[C:20]([O:25][CH3:26])=[CH:19][C:15]=1[C:16](O)=[O:17].C1C=CC2N(O)N=NC=2C=1.C(Cl)CCl. (2) Given the product [NH2:31][C:9]1[S:10][C:11]2[CH:17]=[C:16]([CH:23]=[O:24])[CH:15]=[CH:14][C:12]=2[N:13]=1, predict the reactants needed to synthesize it. The reactants are: C1([Li])C=CC=CC=1.Br[C:9]1[S:10][C:11]2[CH:17]=[CH:16][CH:15]=[CH:14][C:12]=2[N:13]=1.C([Li])(C)(C)C.[CH:23](N1CCCCC1)=[O:24].[NH4+:31].[Cl-].